This data is from Full USPTO retrosynthesis dataset with 1.9M reactions from patents (1976-2016). The task is: Predict the reactants needed to synthesize the given product. (1) Given the product [ClH:1].[Cl:1][C:2]1[CH:3]=[C:4]([C:9]2[O:13][C:12]([CH2:14][CH:15]([NH2:17])[CH3:16])=[CH:11][CH:10]=2)[CH:5]=[CH:6][C:7]=1[Cl:8], predict the reactants needed to synthesize it. The reactants are: [Cl:1][C:2]1[CH:3]=[C:4]([C:9]2[O:13][C:12](/[CH:14]=[C:15](/[NH2:17])\[CH3:16])=[CH:11][CH:10]=2)[CH:5]=[CH:6][C:7]=1[Cl:8]. (2) Given the product [CH3:21][O:1][C:2]1[C:3]([N+:16]([O-:18])=[O:17])=[C:4]2[C:8](=[CH:9][CH:10]=1)[NH:7][C:6]([C:11]([OH:13])=[O:12])=[CH:5]2, predict the reactants needed to synthesize it. The reactants are: [OH:1][C:2]1[C:3]([N+:16]([O-:18])=[O:17])=[C:4]2[C:8](=[CH:9][CH:10]=1)[NH:7][C:6]([C:11]([O:13]CC)=[O:12])=[CH:5]2.[OH-].[K+].[CH2:21](O)C. (3) Given the product [CH:11]1([N:17]2[C:2](=[O:7])[CH:3]=[CH:4][C:5]([C:8]([O:10][CH3:18])=[O:9])=[CH:6]2)[CH2:16][CH2:15][CH2:14][CH2:13][CH2:12]1, predict the reactants needed to synthesize it. The reactants are: O=[C:2]1[O:7][CH:6]=[C:5]([C:8]([O-:10])=[O:9])[CH:4]=[CH:3]1.[CH:11]1([NH2:17])[CH2:16][CH2:15][CH2:14][CH2:13][CH2:12]1.[CH3:18]O. (4) Given the product [CH3:15][O:14][C:11]1[CH:10]=[CH:9][C:8]([C:7]([O:22][CH2:23][C:24]2[CH:25]=[C:26]([CH:29]=[CH:30][CH:31]=2)[CH2:27][NH:28][C:34]([NH:46][CH2:47][C:48]2[CH:53]=[CH:52][CH:51]=[C:50]([CH2:54][O:55][Si:56]([C:59]([CH3:62])([CH3:61])[CH3:60])([CH3:57])[CH3:58])[N:49]=2)=[O:35])([C:16]2[CH:21]=[CH:20][CH:19]=[CH:18][CH:17]=2)[C:6]2[CH:5]=[CH:4][C:3]([O:2][CH3:1])=[CH:33][CH:32]=2)=[CH:13][CH:12]=1, predict the reactants needed to synthesize it. The reactants are: [CH3:1][O:2][C:3]1[CH:33]=[CH:32][C:6]([C:7]([O:22][CH2:23][C:24]2[CH:25]=[C:26]([CH:29]=[CH:30][CH:31]=2)[CH2:27][NH2:28])([C:16]2[CH:21]=[CH:20][CH:19]=[CH:18][CH:17]=2)[C:8]2[CH:13]=[CH:12][C:11]([O:14][CH3:15])=[CH:10][CH:9]=2)=[CH:5][CH:4]=1.[C:34](N1C=CN=C1)(N1C=CN=C1)=[O:35].[NH2:46][CH2:47][C:48]1[CH:53]=[CH:52][CH:51]=[C:50]([CH2:54][O:55][Si:56]([C:59]([CH3:62])([CH3:61])[CH3:60])([CH3:58])[CH3:57])[N:49]=1. (5) Given the product [NH:12]1[CH2:18][CH:17]([NH:19][C:20]([N:22]2[CH2:28][CH2:27][C@@H:26]3[C@H:23]2[C:24](=[O:33])[N:25]3[S:29]([OH:32])(=[O:31])=[O:30])=[O:21])[CH2:16][NH:15][CH2:14][CH2:13]1, predict the reactants needed to synthesize it. The reactants are: C(O)(=O)C.C([N:12]1[CH2:18][CH:17]([NH:19][C:20]([N:22]2[CH2:28][CH2:27][C@@H:26]3[C@H:23]2[C:24](=[O:33])[N:25]3[S:29]([OH:32])(=[O:31])=[O:30])=[O:21])[CH2:16][N:15](CC2C=CC=CC=2)[CH2:14][CH2:13]1)C1C=CC=CC=1. (6) Given the product [Si:1]([O:8][C:9]1[CH:10]=[C:11]2[C:15](=[CH:16][CH:17]=1)[N:14]([CH3:21])[N:13]=[C:12]2[I:18])([C:4]([CH3:7])([CH3:5])[CH3:6])([CH3:3])[CH3:2], predict the reactants needed to synthesize it. The reactants are: [Si:1]([O:8][C:9]1[CH:10]=[C:11]2[C:15](=[CH:16][CH:17]=1)[NH:14][N:13]=[C:12]2[I:18])([C:4]([CH3:7])([CH3:6])[CH3:5])([CH3:3])[CH3:2].O([C:21](C)(C)C)[K].CI.O.